Predict which catalyst facilitates the given reaction. From a dataset of Catalyst prediction with 721,799 reactions and 888 catalyst types from USPTO. (1) Reactant: I[C:2]1[C:10]2[C:5](=[N:6][CH:7]=[C:8]([C:11]3[CH:16]=[C:15]([O:17][CH3:18])[C:14]([O:19][CH3:20])=[C:13]([O:21][CH3:22])[CH:12]=3)[N:9]=2)[N:4]([Si](C(C)C)(C(C)C)C(C)C)[CH:3]=1.[Li]CCCC.[CH3:38][C:39]1([CH:45]=[O:46])[CH2:44][CH2:43][S:42][CH2:41][CH2:40]1. Product: [CH3:38][C:39]1([CH:45]([C:2]2[C:10]3[C:5](=[N:6][CH:7]=[C:8]([C:11]4[CH:12]=[C:13]([O:21][CH3:22])[C:14]([O:19][CH3:20])=[C:15]([O:17][CH3:18])[CH:16]=4)[N:9]=3)[NH:4][CH:3]=2)[OH:46])[CH2:44][CH2:43][S:42][CH2:41][CH2:40]1. The catalyst class is: 7. (2) Reactant: [CH:1]1([C:4](Cl)=[O:5])[CH2:3][CH2:2]1.C(N(C(C)C)CC)(C)C.[C:16]([O:20][C:21](=[O:49])[N:22]([CH2:26][CH2:27][CH2:28][N:29]1[C:33]([NH2:34])=[C:32]([C:35](=[O:37])[NH2:36])[N:31]=[C:30]1[S:38][C:39]1[C:47]([I:48])=[CH:46][C:42]2[O:43][CH2:44][O:45][C:41]=2[CH:40]=1)[CH:23]([CH3:25])[CH3:24])([CH3:19])([CH3:18])[CH3:17]. Product: [C:16]([O:20][C:21](=[O:49])[N:22]([CH2:26][CH2:27][CH2:28][N:29]1[C:33]([NH:34][C:4]([CH:1]2[CH2:3][CH2:2]2)=[O:5])=[C:32]([C:35](=[O:37])[NH2:36])[N:31]=[C:30]1[S:38][C:39]1[C:47]([I:48])=[CH:46][C:42]2[O:43][CH2:44][O:45][C:41]=2[CH:40]=1)[CH:23]([CH3:24])[CH3:25])([CH3:18])([CH3:19])[CH3:17]. The catalyst class is: 2. (3) Reactant: [H-].[Al+3].[Li+].[H-].[H-].[H-].C([O:9][C:10]([C:12]1[C:21]2[C:16](=[CH:17][C:18]([O:24][CH3:25])=[C:19]([O:22][CH3:23])[CH:20]=2)[C:15]([CH2:26][C:27]2[CH:32]=[CH:31][CH:30]=[C:29]([O:33][CH:34]([CH2:36][CH3:37])[CH3:35])[CH:28]=2)=[N:14][CH:13]=1)=O)C. Product: [CH:34]([O:33][C:29]1[CH:28]=[C:27]([CH:32]=[CH:31][CH:30]=1)[CH2:26][C:15]1[C:16]2[C:21](=[CH:20][C:19]([O:22][CH3:23])=[C:18]([O:24][CH3:25])[CH:17]=2)[C:12]([CH2:10][OH:9])=[CH:13][N:14]=1)([CH2:36][CH3:37])[CH3:35]. The catalyst class is: 7. (4) Reactant: Cl.CC(OC([N:9]1[C:17]2[C:12](=[C:13]([F:21])[CH:14]=[CH:15][C:16]=2[C:18]([OH:20])=[O:19])[CH2:11][CH2:10]1)=O)(C)C. Product: [F:21][C:13]1[CH:14]=[CH:15][C:16]([C:18]([OH:20])=[O:19])=[C:17]2[C:12]=1[CH2:11][CH2:10][NH:9]2. The catalyst class is: 2. (5) Reactant: [CH3:1][C@H:2]1[C@@H:7]([N:8]([C:10]2[N:18]=[CH:17][N:16]=[C:15]3[C:11]=2[CH:12]=[CH:13][NH:14]3)[CH3:9])[CH2:6][N:5]([C:19]([CH2:21][C:22]#[N:23])=[O:20])[CH2:4][CH2:3]1.Cl.O.[C:26]([OH:38])(=[O:37])[CH2:27][C:28]([CH2:33][C:34]([OH:36])=[O:35])([C:30]([OH:32])=[O:31])[OH:29].C(=O)([O-])[O-].[Cs+].[Cs+].Cl.O1CCOCC1. Product: [CH3:1][C@H:2]1[C@@H:7]([N:8]([C:10]2[N:18]=[CH:17][N:16]=[C:15]3[C:11]=2[CH:12]=[CH:13][NH:14]3)[CH3:9])[CH2:6][N:5]([C:19]([CH2:21][C:22]#[N:23])=[O:20])[CH2:4][CH2:3]1.[CH2:33]([C:28]([OH:29])([C:30]([OH:32])=[O:31])[CH2:27][C:26]([OH:38])=[O:37])[C:34]([OH:36])=[O:35]. The catalyst class is: 6.